This data is from Full USPTO retrosynthesis dataset with 1.9M reactions from patents (1976-2016). The task is: Predict the reactants needed to synthesize the given product. (1) The reactants are: Br[C:2]1[CH:7]=[CH:6][C:5]([F:8])=[CH:4][N:3]=1.[C:9]([O-:12])(=[O:11])C.[Na+].C(Cl)Cl.[C]=O.[CH2:19](O)[CH3:20]. Given the product [F:8][C:5]1[CH:6]=[CH:7][C:2]([C:9]([O:12][CH2:19][CH3:20])=[O:11])=[N:3][CH:4]=1, predict the reactants needed to synthesize it. (2) The reactants are: [C:1]([C:5]1[C:10](=[O:11])[N:9]([CH2:12][C:13](O)=[O:14])[C:8]2[N:16]=[C:17]([O:20][CH3:21])[CH:18]=[CH:19][C:7]=2[N:6]=1)([CH3:4])([CH3:3])[CH3:2]. Given the product [C:1]([C:5]1[C:10](=[O:11])[N:9]([CH2:12][C:13]([N:9]([CH2:10][CH2:5][C:1]([CH3:4])([CH3:3])[CH3:2])[CH2:8][CH2:7][CH3:19])=[O:14])[C:8]2[N:16]=[C:17]([O:20][CH3:21])[CH:18]=[CH:19][C:7]=2[N:6]=1)([CH3:3])([CH3:2])[CH3:4], predict the reactants needed to synthesize it. (3) Given the product [NH2:1][C@H:2]([CH2:3][S:4][CH2:21][CH2:20][NH:19][C:18]([O:17][CH2:16][CH2:15][N:24]=[N+:25]=[N-:26])=[O:23])[C:5]([OH:7])=[O:6], predict the reactants needed to synthesize it. The reactants are: [NH2:1][C@H:2]([C:5]([OH:7])=[O:6])[CH2:3][SH:4].C(=O)([O-])[O-].[Na+].[Na+].Cl[CH2:15][CH2:16][O:17][C:18](=[O:23])[NH:19][CH2:20][CH2:21]Br.[N-:24]=[N+:25]=[N-:26].[Na+]. (4) Given the product [Cl:28][C:25]1[CH:26]=[CH:27][C:22]([C@@H:15]2[O:14][C@H:13]([CH2:12][S:11][C:6]3[CH:5]=[C:4]([CH:9]=[CH:8][C:7]=3[F:10])[C:3]([OH:39])=[O:2])[C@@H:18]([OH:19])[C@H:17]([OH:20])[C@H:16]2[OH:21])=[CH:23][C:24]=1[CH2:29][C:30]1[CH:31]=[CH:32][C:33]([O:36][CH2:37][CH3:38])=[CH:34][CH:35]=1, predict the reactants needed to synthesize it. The reactants are: C[O:2][C:3](=[O:39])[C:4]1[CH:9]=[CH:8][C:7]([F:10])=[C:6]([S:11][CH2:12][C@@H:13]2[C@@H:18]([OH:19])[C@H:17]([OH:20])[C@@H:16]([OH:21])[C@H:15]([C:22]3[CH:27]=[CH:26][C:25]([Cl:28])=[C:24]([CH2:29][C:30]4[CH:35]=[CH:34][C:33]([O:36][CH2:37][CH3:38])=[CH:32][CH:31]=4)[CH:23]=3)[O:14]2)[CH:5]=1.[Li+].[OH-]. (5) Given the product [C:1]([O:4][CH2:5][CH2:6][O:7][C:8]1[C:12]([C:13]2[CH:18]=[CH:17][C:16]([CH3:19])=[CH:15][CH:14]=2)=[C:11]([N:20]([S:45]([C:71]2[CH:70]=[CH:69][C:74]([C:53]([CH3:58])([CH3:54])[CH3:52])=[CH:73][CH:72]=2)(=[O:47])=[O:46])[S:41]([C:38]2[CH:39]=[CH:40][C:35]([C:31]([CH3:34])([CH3:33])[CH3:32])=[CH:36][CH:37]=2)(=[O:43])=[O:42])[N:10]([CH2:21][CH2:22][O:23][Si:24]([C:27]([CH3:30])([CH3:29])[CH3:28])([CH3:25])[CH3:26])[N:9]=1)(=[O:3])[CH3:2], predict the reactants needed to synthesize it. The reactants are: [C:1]([O:4][CH2:5][CH2:6][O:7][C:8]1[C:12]([C:13]2[CH:18]=[CH:17][C:16]([CH3:19])=[CH:15][CH:14]=2)=[C:11]([NH2:20])[N:10]([CH2:21][CH2:22][O:23][Si:24]([C:27]([CH3:30])([CH3:29])[CH3:28])([CH3:26])[CH3:25])[N:9]=1)(=[O:3])[CH3:2].[C:31]([C:35]1[CH:40]=[CH:39][C:38]([S:41](Cl)(=[O:43])=[O:42])=[CH:37][CH:36]=1)([CH3:34])([CH3:33])[CH3:32].[S:45](Cl)(Cl)(=[O:47])=[O:46].N1C[C:58]2[C:53](=[CH:54]C=CC=2)[CH2:52][C@H]1C(O)=O.C(OCC)(=O)C.[CH3:69][CH2:70][CH2:71][CH2:72][CH2:73][CH3:74].